Predict the product of the given reaction. From a dataset of Forward reaction prediction with 1.9M reactions from USPTO patents (1976-2016). Given the reactants [F:1][C:2]([F:43])([F:42])[CH2:3][N:4]1[C:8]([C:9]2[S:10][C:11]3[CH2:12][CH2:13][O:14][C:15]4[CH:22]=[C:21]([C:23]5[CH:24]=[N:25][N:26]([CH2:28][CH2:29][NH:30]C(=O)C6C(=CC=CC=6)C(O)=O)[CH:27]=5)[CH:20]=[CH:19][C:16]=4[C:17]=3[N:18]=2)=[N:7][CH:6]=[N:5]1.C(O)C.NN, predict the reaction product. The product is: [F:42][C:2]([F:1])([F:43])[CH2:3][N:4]1[C:8]([C:9]2[S:10][C:11]3[CH2:12][CH2:13][O:14][C:15]4[CH:22]=[C:21]([C:23]5[CH:24]=[N:25][N:26]([CH2:28][CH2:29][NH2:30])[CH:27]=5)[CH:20]=[CH:19][C:16]=4[C:17]=3[N:18]=2)=[N:7][CH:6]=[N:5]1.